From a dataset of NCI-60 drug combinations with 297,098 pairs across 59 cell lines. Regression. Given two drug SMILES strings and cell line genomic features, predict the synergy score measuring deviation from expected non-interaction effect. (1) Drug 1: C1CN1C2=NC(=NC(=N2)N3CC3)N4CC4. Drug 2: CCN(CC)CCCC(C)NC1=C2C=C(C=CC2=NC3=C1C=CC(=C3)Cl)OC. Cell line: BT-549. Synergy scores: CSS=21.9, Synergy_ZIP=-1.63, Synergy_Bliss=-3.97, Synergy_Loewe=-7.58, Synergy_HSA=-1.17. (2) Synergy scores: CSS=55.0, Synergy_ZIP=-2.28, Synergy_Bliss=-1.98, Synergy_Loewe=-0.174, Synergy_HSA=1.37. Drug 1: C1=NC2=C(N1)C(=S)N=C(N2)N. Cell line: OVCAR3. Drug 2: COCCOC1=C(C=C2C(=C1)C(=NC=N2)NC3=CC=CC(=C3)C#C)OCCOC.Cl. (3) Drug 1: C1CC(=O)NC(=O)C1N2C(=O)C3=CC=CC=C3C2=O. Synergy scores: CSS=-12.7, Synergy_ZIP=-5.15, Synergy_Bliss=-37.4, Synergy_Loewe=-46.7, Synergy_HSA=-54.5. Cell line: RPMI-8226. Drug 2: CN(C(=O)NC(C=O)C(C(C(CO)O)O)O)N=O. (4) Drug 1: CC12CCC(CC1=CCC3C2CCC4(C3CC=C4C5=CN=CC=C5)C)O. Drug 2: CC1=C2C(C(=O)C3(C(CC4C(C3C(C(C2(C)C)(CC1OC(=O)C(C(C5=CC=CC=C5)NC(=O)C6=CC=CC=C6)O)O)OC(=O)C7=CC=CC=C7)(CO4)OC(=O)C)O)C)OC(=O)C. Cell line: SF-539. Synergy scores: CSS=51.4, Synergy_ZIP=6.41, Synergy_Bliss=6.35, Synergy_Loewe=-22.8, Synergy_HSA=8.23. (5) Drug 1: C1CC(=O)NC(=O)C1N2CC3=C(C2=O)C=CC=C3N. Drug 2: CC(CN1CC(=O)NC(=O)C1)N2CC(=O)NC(=O)C2. Cell line: SW-620. Synergy scores: CSS=39.5, Synergy_ZIP=-3.33, Synergy_Bliss=-2.12, Synergy_Loewe=-0.913, Synergy_HSA=0.824. (6) Drug 1: C1=CC(=C2C(=C1NCCNCCO)C(=O)C3=C(C=CC(=C3C2=O)O)O)NCCNCCO. Drug 2: C1CC(=O)NC(=O)C1N2C(=O)C3=CC=CC=C3C2=O. Cell line: UO-31. Synergy scores: CSS=25.9, Synergy_ZIP=-7.61, Synergy_Bliss=2.74, Synergy_Loewe=-29.8, Synergy_HSA=1.41. (7) Drug 1: C1=CC(=CC=C1CCCC(=O)O)N(CCCl)CCCl. Drug 2: C1=CN(C(=O)N=C1N)C2C(C(C(O2)CO)O)O.Cl. Cell line: UACC62. Synergy scores: CSS=24.7, Synergy_ZIP=-9.42, Synergy_Bliss=-4.19, Synergy_Loewe=-1.89, Synergy_HSA=-0.270. (8) Drug 1: C1CN(P(=O)(OC1)NCCCl)CCCl. Drug 2: C(CN)CNCCSP(=O)(O)O. Cell line: SF-295. Synergy scores: CSS=0.186, Synergy_ZIP=0.292, Synergy_Bliss=-2.86, Synergy_Loewe=-1.16, Synergy_HSA=-3.17. (9) Drug 1: COC1=C2C(=CC3=C1OC=C3)C=CC(=O)O2. Drug 2: CC1C(C(CC(O1)OC2CC(CC3=C2C(=C4C(=C3O)C(=O)C5=C(C4=O)C(=CC=C5)OC)O)(C(=O)CO)O)N)O.Cl. Cell line: SK-OV-3. Synergy scores: CSS=30.8, Synergy_ZIP=2.38, Synergy_Bliss=2.62, Synergy_Loewe=-9.73, Synergy_HSA=1.06. (10) Drug 1: CC1=CC=C(C=C1)C2=CC(=NN2C3=CC=C(C=C3)S(=O)(=O)N)C(F)(F)F. Drug 2: C1=NC2=C(N=C(N=C2N1C3C(C(C(O3)CO)O)O)F)N. Cell line: UO-31. Synergy scores: CSS=6.81, Synergy_ZIP=-2.27, Synergy_Bliss=-2.43, Synergy_Loewe=-4.73, Synergy_HSA=-2.47.